Dataset: Catalyst prediction with 721,799 reactions and 888 catalyst types from USPTO. Task: Predict which catalyst facilitates the given reaction. Reactant: C(=O)(O)[O-].[Na+].[C:17]([O:16][C:14](O[C:14]([O:16][C:17]([CH3:20])([CH3:19])[CH3:18])=[O:15])=[O:15])([CH3:20])([CH3:19])[CH3:18].[OH:21][CH2:22][CH2:23][O:24][C:25]1[N:30]=[N:29][C:28]([C:31]([NH2:33])=[NH:32])=[CH:27][CH:26]=1. Product: [OH:21][CH2:22][CH2:23][O:24][C:25]1[N:30]=[N:29][C:28]([C:31]([NH:33][C:14](=[O:15])[O:16][C:17]([CH3:18])([CH3:19])[CH3:20])=[NH:32])=[CH:27][CH:26]=1. The catalyst class is: 38.